This data is from Catalyst prediction with 721,799 reactions and 888 catalyst types from USPTO. The task is: Predict which catalyst facilitates the given reaction. (1) Reactant: [C:1]([CH2:3][C:4]1[N:5]=[C:6]([C:9]2[CH:14]=[CH:13][CH:12]=[CH:11][CH:10]=2)[S:7][CH:8]=1)#[N:2].C([Li])CCC.[CH3:20][N:21]1[C:25]([Cl:26])=[C:24]([C:27](Cl)=[O:28])[C:23]([Cl:30])=[N:22]1.Cl. Product: [CH3:20][N:21]1[C:25]([Cl:26])=[C:24]([C:27]([OH:28])=[C:3]([C:4]2[N:5]=[C:6]([C:9]3[CH:14]=[CH:13][CH:12]=[CH:11][CH:10]=3)[S:7][CH:8]=2)[C:1]#[N:2])[C:23]([Cl:30])=[N:22]1. The catalyst class is: 1. (2) Reactant: [CH3:1][CH:2]([CH3:14])[CH2:3][CH:4]([CH:6]1[C:10]([N+:11]([O-:13])=[O:12])=[CH:9][CH2:8][S:7]1)[CH3:5].S(Cl)(Cl)(=O)=O.C(=O)(O)[O-].[Na+]. Product: [CH3:1][CH:2]([CH3:14])[CH2:3][CH:4]([C:6]1[S:7][CH:8]=[CH:9][C:10]=1[N+:11]([O-:13])=[O:12])[CH3:5]. The catalyst class is: 4. (3) Reactant: Cl.[CH3:2][O:3][C:4](=[O:30])[C@@H:5]([NH:8][C:9]([C:11]1[C:12]([CH3:29])=[N:13][C:14]([NH:18][CH2:19][CH2:20][CH2:21][C:22]2[CH:27]=[CH:26][CH:25]=[C:24]([OH:28])[CH:23]=2)=[N:15][C:16]=1[CH3:17])=[O:10])CN.O[C:32]1[CH:33]=[C:34]([CH:38]=[CH:39][CH:40]=1)[C:35]([OH:37])=O.C(N(CC)CC)C.CN([C:51]([O:55]N1N=NC2C=CC=CC1=2)=[N+](C)C)C.F[P-](F)(F)(F)(F)F.C1C=CC2N(O)N=[N:78]C=2C=1. Product: [CH3:2][O:3][C:4](=[O:30])[C:5]([NH:78][C:35](=[O:37])[C:34]1[CH:33]=[CH:32][CH:40]=[CH:39][CH:38]=1)([NH:8][C:9]([C:11]1[C:16]([CH3:17])=[N:15][C:14]([NH:18][CH2:19][CH2:20][CH2:21][C:22]2[CH:27]=[CH:26][CH:25]=[C:24]([OH:28])[CH:23]=2)=[N:13][C:12]=1[CH3:29])=[O:10])[CH2:51][OH:55]. The catalyst class is: 163.